Dataset: Reaction yield outcomes from USPTO patents with 853,638 reactions. Task: Predict the reaction yield, written as a fraction of the theoretical maximum amount of product (1.0 means a 100% yield; for example, 0.34 means a 34% yield). (1) The reactants are C[O:2][C:3]([C@@:5]12[C:11]([CH3:13])([CH3:12])[C@@H:8]([CH2:9][CH2:10]1)[CH:7]=[C:6]2[C:14]1[C:19]([O:20][CH3:21])=[CH:18][C:17]([C:22]([CH3:30])([CH2:24][CH2:25][CH2:26][CH2:27][CH2:28][CH3:29])[CH3:23])=[CH:16][C:15]=1[O:31][CH3:32])=[O:4].[Li+].[OH-].O. The catalyst is CO.O. The product is [CH3:32][O:31][C:15]1[CH:16]=[C:17]([C:22]([CH3:30])([CH2:24][CH2:25][CH2:26][CH2:27][CH2:28][CH3:29])[CH3:23])[CH:18]=[C:19]([O:20][CH3:21])[C:14]=1[C:6]1[C@:5]2([C:3]([OH:4])=[O:2])[C:11]([CH3:13])([CH3:12])[C@H:8]([CH:7]=1)[CH2:9][CH2:10]2. The yield is 0.260. (2) The reactants are [OH:1][N:2]=[C:3]([NH2:12])[C:4]1[CH:9]=[CH:8][CH:7]=[CH:6][C:5]=1[O:10][CH3:11].[C:13](O)(=O)[CH2:14][CH2:15][C:16]#[CH:17].C1C=CC2N(O)N=NC=2C=1.CCN=C=NCCCN(C)C.Cl. The catalyst is O1CCOCC1. The product is [CH2:16]([C:17]1[O:1][N:2]=[C:3]([C:4]2[CH:9]=[CH:8][CH:7]=[CH:6][C:5]=2[O:10][CH3:11])[N:12]=1)[CH2:15][C:14]#[CH:13]. The yield is 0.360. (3) The reactants are [CH3:1][C@@H:2]1[CH2:6][CH2:5][CH2:4][C@H:3]1[O:7][C:8]1[CH:9]=[CH:10][C:11]2[CH2:12][N:13](C(OC(C)(C)C)=O)[CH2:14][CH2:15][O:16][C:17]=2[N:18]=1.[ClH:26].C(OCC)(=O)C. No catalyst specified. The product is [ClH:26].[ClH:26].[CH3:1][C@@H:2]1[CH2:6][CH2:5][CH2:4][C@H:3]1[O:7][C:8]1[CH:9]=[CH:10][C:11]2[CH2:12][NH:13][CH2:14][CH2:15][O:16][C:17]=2[N:18]=1. The yield is 0.440. (4) The reactants are [NH3:1].CC(O)C.[CH3:6][O:7][C:8]1[N:13]=[CH:12][C:11]([NH:14][C:15]2[C:20]([C:21]3[N:26]=[C:25]([CH3:27])[N:24]=[C:23](SC)[N:22]=3)=[CH:19][C:18]([CH2:30][N:31]3[CH2:36][CH2:35][N:34]([S:37]([CH3:40])(=[O:39])=[O:38])[CH2:33][CH2:32]3)=[CH:17][N:16]=2)=[CH:10][CH:9]=1. No catalyst specified. The product is [CH3:6][O:7][C:8]1[N:13]=[CH:12][C:11]([NH:14][C:15]2[C:20]([C:21]3[N:26]=[C:25]([CH3:27])[N:24]=[C:23]([NH2:1])[N:22]=3)=[CH:19][C:18]([CH2:30][N:31]3[CH2:32][CH2:33][N:34]([S:37]([CH3:40])(=[O:38])=[O:39])[CH2:35][CH2:36]3)=[CH:17][N:16]=2)=[CH:10][CH:9]=1. The yield is 0.563. (5) The reactants are F[C:2]1[CH:9]=[C:8]([O:10][CH3:11])[CH:7]=[CH:6][C:3]=1[CH:4]=O.[NH2:12][NH2:13]. No catalyst specified. The product is [CH3:11][O:10][C:8]1[CH:9]=[C:2]2[C:3]([CH:4]=[N:12][NH:13]2)=[CH:6][CH:7]=1. The yield is 0.590. (6) The reactants are [F:1][C:2]([F:39])([F:38])[C:3]1[CH:4]=[C:5]([CH:31]=[C:32]([C:34]([F:37])([F:36])[F:35])[CH:33]=1)[CH2:6][NH:7][C:8]([C:10]1([CH2:27][CH:28]2[CH2:30][CH2:29]2)[CH2:15][CH2:14][N:13]([CH2:16][C:17]2[CH:18]=[CH:19][C:20]([F:26])=[C:21]([CH:25]=2)[C:22]([OH:24])=O)[CH2:12][CH2:11]1)=[O:9].CCN=C=NCCCN(C)C.C1C=CC2N(O)N=NC=2C=1.[N:61]1([CH2:66][CH2:67][NH2:68])[CH2:65][CH2:64][CH2:63][CH2:62]1.C(N(C(C)C)CC)(C)C. The catalyst is C(Cl)Cl. The product is [F:35][C:34]([F:36])([F:37])[C:32]1[CH:31]=[C:5]([CH:4]=[C:3]([C:2]([F:1])([F:39])[F:38])[CH:33]=1)[CH2:6][NH:7][C:8]([C:10]1([CH2:27][CH:28]2[CH2:30][CH2:29]2)[CH2:11][CH2:12][N:13]([CH2:16][C:17]2[CH:18]=[CH:19][C:20]([F:26])=[C:21]([C:22](=[O:24])[NH:68][CH2:67][CH2:66][N:61]3[CH2:65][CH2:64][CH2:63][CH2:62]3)[CH:25]=2)[CH2:14][CH2:15]1)=[O:9]. The yield is 0.0210. (7) The reactants are [C:1](=[O:8])([O:3][C:4]([CH3:7])([CH3:6])[CH3:5])[NH2:2].[C:9]1([S:15]([O-:17])=[O:16])[CH:14]=[CH:13][CH:12]=[CH:11][CH:10]=1.[Na+].[C:19]([O:23][C:24]([N:26]1[CH2:30][CH2:29][CH:28]([CH:31]=O)[CH2:27]1)=[O:25])([CH3:22])([CH3:21])[CH3:20].C(O)=O. The catalyst is O.CO. The product is [C:4]([O:3][C:1]([N:2]1[CH2:30][CH2:29][CH:28]([CH:27]([S:15]([C:9]2[CH:14]=[CH:13][CH:12]=[CH:11][CH:10]=2)(=[O:17])=[O:16])[NH:26][C:24]([O:23][C:19]([CH3:21])([CH3:20])[CH3:22])=[O:25])[CH2:31]1)=[O:8])([CH3:7])([CH3:6])[CH3:5]. The yield is 0.390.